This data is from Forward reaction prediction with 1.9M reactions from USPTO patents (1976-2016). The task is: Predict the product of the given reaction. (1) Given the reactants Br[C:2]1[CH:7]=[CH:6][CH:5]=[CH:4][N:3]=1.C([Li])CCC.[NH2:13][C:14]1[CH:22]=[CH:21][C:20]([Cl:23])=[CH:19][C:15]=1[C:16](O)=[O:17], predict the reaction product. The product is: [NH2:13][C:14]1[CH:22]=[CH:21][C:20]([Cl:23])=[CH:19][C:15]=1[C:16]([C:2]1[CH:7]=[CH:6][CH:5]=[CH:4][N:3]=1)=[O:17]. (2) Given the reactants Cl[C:2]1[C:7]([C:8]#[N:9])=[C:6]([C:10]2[CH:15]=[CH:14][C:13]([O:16][CH2:17][CH2:18][OH:19])=[CH:12][CH:11]=2)[C:5]([C:20]#[N:21])=[C:4]([S:22][CH2:23][C:24]2[N:25]=[C:26]([C:29]3[CH:34]=[CH:33][C:32]([Cl:35])=[CH:31][CH:30]=3)[S:27][CH:28]=2)[N:3]=1.[CH2:36]([NH:38][CH3:39])[CH3:37].O, predict the reaction product. The product is: [Cl:35][C:32]1[CH:31]=[CH:30][C:29]([C:26]2[S:27][CH:28]=[C:24]([CH2:23][S:22][C:4]3[C:5]([C:20]#[N:21])=[C:6]([C:10]4[CH:11]=[CH:12][C:13]([O:16][CH2:17][CH2:18][OH:19])=[CH:14][CH:15]=4)[C:7]([C:8]#[N:9])=[C:2]([N:38]([CH2:36][CH3:37])[CH3:39])[N:3]=3)[N:25]=2)=[CH:34][CH:33]=1. (3) Given the reactants [N+:1]([O-:4])(O)=[O:2].[C:5]([C:9]1[CH:14]=[CH:13][CH:12]=[CH:11][C:10]=1[OH:15])([CH3:8])([CH3:7])[CH3:6], predict the reaction product. The product is: [C:5]([C:9]1[CH:14]=[CH:13][CH:12]=[C:11]([N+:1]([O-:4])=[O:2])[C:10]=1[OH:15])([CH3:8])([CH3:6])[CH3:7]. (4) Given the reactants CS[C:3](SC)=[C:4]1[C:13](=[O:14])[C:12]([CH2:19][CH2:20][CH2:21][CH3:22])([CH2:15][CH2:16][CH2:17][CH3:18])[C:11]2[C:6](=[CH:7][CH:8]=[CH:9][CH:10]=2)[C:5]1=[O:23].[NH2:26][C:27]1[S:28][CH:29]=[C:30]([CH2:36][O:37][CH2:38][O:39][CH3:40])[C:31]=1[S:32]([NH2:35])(=[O:34])=[O:33], predict the reaction product. The product is: [CH2:15]([C:12]1([CH2:19][CH2:20][CH2:21][CH3:22])[C:11]2[C:6](=[CH:7][CH:8]=[CH:9][CH:10]=2)[C:5]([OH:23])=[C:4]([C:3]2[NH:26][C:27]3[S:28][CH:29]=[C:30]([CH2:36][O:37][CH2:38][O:39][CH3:40])[C:31]=3[S:32](=[O:33])(=[O:34])[N:35]=2)[C:13]1=[O:14])[CH2:16][CH2:17][CH3:18]. (5) Given the reactants CO[C:3](=[O:13])[C:4]1[C:9]([Cl:10])=[CH:8][CH:7]=[CH:6][C:5]=1[CH2:11]Br.[CH2:14]([NH2:21])[C:15]1[CH:20]=[CH:19][CH:18]=[CH:17][CH:16]=1.C([O-])([O-])=O.[K+].[K+].C(OCC)(=O)C, predict the reaction product. The product is: [CH2:14]([N:21]1[CH2:11][C:5]2[C:4](=[C:9]([Cl:10])[CH:8]=[CH:7][CH:6]=2)[C:3]1=[O:13])[C:15]1[CH:20]=[CH:19][CH:18]=[CH:17][CH:16]=1. (6) Given the reactants Br[C:2]1[N:3]=[C:4]2[C:10]([C:11]([NH:13][C:14]([CH3:17])([CH3:16])[CH3:15])=[O:12])=[CH:9][N:8]([CH2:18][O:19][CH2:20][CH2:21][Si:22]([CH3:25])([CH3:24])[CH3:23])[C:5]2=[N:6][CH:7]=1.[CH3:26][S:27]([C:30]1[N:35]=[CH:34][C:33]([NH2:36])=[CH:32][CH:31]=1)(=[O:29])=[O:28].CC1(C)C2C(=C(P(C3C=CC=CC=3)C3C=CC=CC=3)C=CC=2)OC2C(P(C3C=CC=CC=3)C3C=CC=CC=3)=CC=CC1=2.C(=O)([O-])[O-].[Cs+].[Cs+], predict the reaction product. The product is: [C:14]([NH:13][C:11]([C:10]1[C:4]2[C:5](=[N:6][CH:7]=[C:2]([NH:36][C:33]3[CH:34]=[N:35][C:30]([S:27]([CH3:26])(=[O:29])=[O:28])=[CH:31][CH:32]=3)[N:3]=2)[N:8]([CH2:18][O:19][CH2:20][CH2:21][Si:22]([CH3:25])([CH3:24])[CH3:23])[CH:9]=1)=[O:12])([CH3:17])([CH3:16])[CH3:15]. (7) Given the reactants FC(F)(F)[C:3]([C:5]1[C:13]2[C:8](=[C:9]([CH3:14])[N:10]=[CH:11][CH:12]=2)[N:7]([CH2:15][CH2:16][O:17][CH3:18])[CH:6]=1)=[O:4].Cl.[OH-:22].[Na+], predict the reaction product. The product is: [CH3:18][O:17][CH2:16][CH2:15][N:7]1[C:8]2=[C:9]([CH3:14])[N:10]=[CH:11][CH:12]=[C:13]2[C:5]([C:3]([OH:4])=[O:22])=[CH:6]1.